This data is from Retrosynthesis with 50K atom-mapped reactions and 10 reaction types from USPTO. The task is: Predict the reactants needed to synthesize the given product. (1) Given the product CCN(C(=O)Oc1ccc(C)cc1)C1CCc2cc(SC(C)(C)C(=O)OC(C)(C)C)c(Cl)cc2C1, predict the reactants needed to synthesize it. The reactants are: CCNC1CCc2cc(SC(C)(C)C(=O)OC(C)(C)C)c(Cl)cc2C1.Cc1ccc(OC(=O)Cl)cc1. (2) Given the product Oc1ccc(Cl)cc1OC[C@H]1CO1, predict the reactants needed to synthesize it. The reactants are: Clc1ccc(OCc2ccccc2)c(OC[C@H]2CO2)c1. (3) Given the product CC(C)(O)Cn1ccc(NC(=O)C(CC2CCOCC2)NC(=O)OC(C)(C)C)n1, predict the reactants needed to synthesize it. The reactants are: CC(C)(C)OC(=O)NC(CC1CCOCC1)C(=O)O.CC(C)(O)Cn1ccc(N)n1. (4) The reactants are: CC(C)(C)OC(=O)NCc1ccc(Br)cc1.OB(O)c1ccncc1. Given the product CC(C)(C)OC(=O)NCc1ccc(-c2ccncc2)cc1, predict the reactants needed to synthesize it. (5) The reactants are: CCOC(=O)c1csc(Nc2nc(C)cc(C(F)(F)F)n2)n1. Given the product Cc1cc(C(F)(F)F)nc(Nc2nc(C(=O)O)cs2)n1, predict the reactants needed to synthesize it. (6) Given the product COc1cc(C(=O)N2CCN(C)CC2)ccc1N, predict the reactants needed to synthesize it. The reactants are: COc1cc(C(=O)N2CCN(C)CC2)ccc1[N+](=O)[O-]. (7) The reactants are: COc1cc2cc(C(=O)O)ccc2c(OC)c1OC. Given the product COc1cc2cc(CO)ccc2c(OC)c1OC, predict the reactants needed to synthesize it. (8) Given the product OCCc1ccccc1C1OCCO1, predict the reactants needed to synthesize it. The reactants are: C=Cc1ccccc1C1OCCO1.OO. (9) The reactants are: COc1ccc(Sc2cc(C)cc([N+](=O)[O-])c2)cc1. Given the product COc1ccc(Sc2cc(C)cc(N)c2)cc1, predict the reactants needed to synthesize it.